This data is from Forward reaction prediction with 1.9M reactions from USPTO patents (1976-2016). The task is: Predict the product of the given reaction. (1) Given the reactants S[C:2]1[C:7]([Br:8])=[CH:6][CH:5]=[CH:4][N:3]=1.ClCl.[S:11]([Cl:15])(Cl)(=[O:13])=[O:12], predict the reaction product. The product is: [Br:8][C:7]1[C:2]([S:11]([Cl:15])(=[O:13])=[O:12])=[N:3][CH:4]=[CH:5][CH:6]=1. (2) Given the reactants [Cl:1][C:2]1[N:7]=[C:6](I)[C:5]([NH2:9])=[CH:4][CH:3]=1.[F:10][C:11]1[CH:19]=[CH:18][CH:17]=[C:16]2[C:12]=1[CH:13]=[C:14](B1OC(C)(C)C(C)(C)O1)[NH:15]2.C([O-])([O-])=O.[Cs+].[Cs+], predict the reaction product. The product is: [Cl:1][C:2]1[N:7]=[C:6]([C:14]2[NH:15][C:16]3[C:12]([CH:13]=2)=[C:11]([F:10])[CH:19]=[CH:18][CH:17]=3)[C:5]([NH2:9])=[CH:4][CH:3]=1. (3) The product is: [Si:60]([O:59][C@@H:9]([CH2:10][C@H:11]([O:51][Si:52]([C:55]([CH3:58])([CH3:57])[CH3:56])([CH3:53])[CH3:54])/[CH:12]=[CH:13]\[C@H:14]([CH3:50])[C@H:15]([O:42][Si:43]([C:46]([CH3:49])([CH3:48])[CH3:47])([CH3:44])[CH3:45])[C@@H:16]([CH3:41])[CH2:17][C@@H:18]([CH3:40])[CH2:19][CH2:20][C@@H:21]([O:32][Si:33]([C:36]([CH3:37])([CH3:38])[CH3:39])([CH3:35])[CH3:34])[C@H:22]([CH3:31])[C@@H:23]([OH:30])[C@@H:24]([CH3:29])/[CH:25]=[CH:26]\[CH:27]=[CH2:28])[C@H:8]([CH3:67])/[CH:7]=[CH:6]/[CH:5]=[CH:4]\[C:3]([OH:68])=[O:2])([C:63]([CH3:64])([CH3:65])[CH3:66])([CH3:62])[CH3:61]. Given the reactants C[O:2][C:3](=[O:68])/[CH:4]=[CH:5]\[CH:6]=[CH:7]\[C@@H:8]([CH3:67])[C@@H:9]([O:59][Si:60]([C:63]([CH3:66])([CH3:65])[CH3:64])([CH3:62])[CH3:61])[CH2:10][C@H:11]([O:51][Si:52]([C:55]([CH3:58])([CH3:57])[CH3:56])([CH3:54])[CH3:53])/[CH:12]=[CH:13]\[C@H:14]([CH3:50])[C@H:15]([O:42][Si:43]([C:46]([CH3:49])([CH3:48])[CH3:47])([CH3:45])[CH3:44])[C@@H:16]([CH3:41])[CH2:17][C@@H:18]([CH3:40])[CH2:19][CH2:20][C@@H:21]([O:32][Si:33]([C:36]([CH3:39])([CH3:38])[CH3:37])([CH3:35])[CH3:34])[C@H:22]([CH3:31])[C@@H:23]([OH:30])[C@@H:24]([CH3:29])/[CH:25]=[CH:26]\[CH:27]=[CH2:28].[OH-].[K+], predict the reaction product. (4) Given the reactants [F:1][C:2]([F:7])([F:6])[C:3]([O-:5])=[O:4].[C:8]([CH2:11][N+:12]12[CH2:19][CH2:18][CH:15]([CH2:16][CH2:17]1)[C@@H:14]([O:20][C:21](=[O:36])[C:22]([OH:35])([C:29]1[CH:34]=[CH:33][CH:32]=[CH:31][CH:30]=1)[C:23]1[CH:28]=[CH:27][CH:26]=[CH:25][CH:24]=1)[CH2:13]2)([OH:10])=O.CCN(C(C)C)C(C)C.CN(C(ON1N=NC2C=CC=NC1=2)=[N+](C)C)C.F[P-](F)(F)(F)(F)F.Cl.[CH2:71]([C:73]1[CH:74]=[C:75]2[C:79](=[CH:80][C:81]=1[CH2:82][CH3:83])[CH2:78][CH:77]([NH2:84])[CH2:76]2)[CH3:72], predict the reaction product. The product is: [F:1][C:2]([F:7])([F:6])[C:3]([OH:5])=[O:4].[F:1][C:2]([F:7])([F:6])[C:3]([O-:5])=[O:4].[CH2:82]([C:81]1[CH:80]=[C:79]2[C:75](=[CH:74][C:73]=1[CH2:71][CH3:72])[CH2:76][CH:77]([NH:84][C:8]([CH2:11][N+:12]13[CH2:17][CH2:16][CH:15]([CH2:18][CH2:19]1)[C@@H:14]([O:20][C:21](=[O:36])[C:22]([OH:35])([C:29]1[CH:34]=[CH:33][CH:32]=[CH:31][CH:30]=1)[C:23]1[CH:24]=[CH:25][CH:26]=[CH:27][CH:28]=1)[CH2:13]3)=[O:10])[CH2:78]2)[CH3:83]. (5) Given the reactants Br[C:2]1[CH:3]=[C:4]([CH:8]2[O:12][CH2:11][CH2:10][O:9]2)[CH:5]=[CH:6][CH:7]=1.C([Li])(C)(C)C.[Br:18][CH2:19][CH2:20][CH2:21][CH2:22]Br, predict the reaction product. The product is: [Br:18][CH2:19][CH2:20][CH2:21][CH2:22][C:2]1[CH:3]=[C:4]([CH:8]2[O:12][CH2:11][CH2:10][O:9]2)[CH:5]=[CH:6][CH:7]=1.